Dataset: Retrosynthesis with 50K atom-mapped reactions and 10 reaction types from USPTO. Task: Predict the reactants needed to synthesize the given product. Given the product CCCCCCCCCCCCCCOc1cc(C(=O)N(Cc2ccccn2)C(C)=O)ccc1OC, predict the reactants needed to synthesize it. The reactants are: CC(=O)NCc1ccccn1.CCCCCCCCCCCCCCOc1cc(C(=O)Cl)ccc1OC.